This data is from Full USPTO retrosynthesis dataset with 1.9M reactions from patents (1976-2016). The task is: Predict the reactants needed to synthesize the given product. (1) Given the product [NH2:26][C:25]1[O:20][C:12]2=[C:13]([CH3:19])[N:14]=[CH:15][C:16]([CH2:17][OH:18])=[C:11]2[C:10]=1[NH:9][C:4]1[CH:5]=[CH:6][C:7]([F:8])=[C:2]([Cl:1])[CH:3]=1, predict the reactants needed to synthesize it. The reactants are: [Cl:1][C:2]1[CH:3]=[C:4](/[N:9]=[CH:10]/[C:11]2[C:16]([CH2:17][OH:18])=[CH:15][N:14]=[C:13]([CH3:19])[C:12]=2[OH:20])[CH:5]=[CH:6][C:7]=1[F:8].[Si]([C:25]#[N:26])(C)(C)C. (2) Given the product [C:1]([NH:4][CH2:5][C@@H:6]1[O:10][C:9](=[O:11])[N:8]([C:12]2[CH:62]=[CH:61][C:15]([O:16][CH2:17][C:18]3([O:42][P:43]([OH:53])([OH:45])=[O:44])[CH2:23][CH2:22][N:21]([C:24]4[CH:33]=[C:32]5[C:27]([C:28](=[O:40])[C:29]([C:37]([OH:39])=[O:38])=[CH:30][N:31]5[CH:34]5[CH2:35][CH2:36]5)=[CH:26][C:25]=4[F:41])[CH2:20][CH2:19]3)=[C:14]([F:63])[CH:13]=2)[CH2:7]1)(=[O:3])[CH3:2], predict the reactants needed to synthesize it. The reactants are: [C:1]([NH:4][CH2:5][C@@H:6]1[O:10][C:9](=[O:11])[N:8]([C:12]2[CH:62]=[CH:61][C:15]([O:16][CH2:17][C:18]3([O:42][P:43]([O:53]CC4C=CC=CC=4)([O:45]CC4C=CC=CC=4)=[O:44])[CH2:23][CH2:22][N:21]([C:24]4[CH:33]=[C:32]5[C:27]([C:28](=[O:40])[C:29]([C:37]([OH:39])=[O:38])=[CH:30][N:31]5[CH:34]5[CH2:36][CH2:35]5)=[CH:26][C:25]=4[F:41])[CH2:20][CH2:19]3)=[C:14]([F:63])[CH:13]=2)[CH2:7]1)(=[O:3])[CH3:2].Br.O. (3) Given the product [S:9]([O:19][CH2:18][C:17]([CH3:20])([N+:22]([O-:24])=[O:23])[CH2:16][O:8][S:9]([C:12]([F:13])([F:14])[F:15])(=[O:10])=[O:11])([C:12]([F:15])([F:14])[F:13])(=[O:10])=[O:8], predict the reactants needed to synthesize it. The reactants are: S([O:8][S:9]([C:12]([F:15])([F:14])[F:13])(=[O:11])=[O:10])(C(F)(F)F)(=O)=O.[CH3:16][C:17]([N+:22]([O-:24])=[O:23])([CH2:20]O)[CH2:18][OH:19].N1C=CC=CC=1. (4) Given the product [NH2:1][C:2]1[N:3]=[CH:4][C:5]2[CH2:11][N:10]([C:12]3[CH:13]=[C:14]([CH:18]=[CH:19][CH:20]=3)[C:15]([NH:62][C:61]3[CH:63]=[CH:64][CH:65]=[C:59]([CH2:57][CH3:58])[CH:60]=3)=[O:16])[CH2:9][CH2:8][C:6]=2[N:7]=1, predict the reactants needed to synthesize it. The reactants are: [NH2:1][C:2]1[N:3]=[CH:4][C:5]2[CH2:11][N:10]([C:12]3[CH:13]=[C:14]([CH:18]=[CH:19][CH:20]=3)[C:15](O)=[O:16])[CH2:9][CH2:8][C:6]=2[N:7]=1.C(N(CC)C(C)C)(C)C.CCOC(C(C#N)=NOC(N1CCOCC1)=[N+](C)C)=O.F[P-](F)(F)(F)(F)F.[CH2:57]([C:59]1[CH:60]=[C:61]([CH:63]=[CH:64][CH:65]=1)[NH2:62])[CH3:58]. (5) Given the product [CH2:28]([N:35]([CH2:36][CH2:37][OH:38])[C:25](=[O:26])[CH2:24][N:14]([S:11]([C:8]1[CH:7]=[CH:6][C:5]([C:1]([CH3:2])([CH3:4])[CH3:3])=[CH:10][CH:9]=1)(=[O:12])=[O:13])[C:15]1[CH:20]=[CH:19][CH:18]=[C:17]([N:21]([CH3:23])[CH3:22])[CH:16]=1)[C:29]1[CH:34]=[CH:33][CH:32]=[CH:31][CH:30]=1, predict the reactants needed to synthesize it. The reactants are: [C:1]([C:5]1[CH:10]=[CH:9][C:8]([S:11]([N:14]([CH2:24][C:25](O)=[O:26])[C:15]2[CH:20]=[CH:19][CH:18]=[C:17]([N:21]([CH3:23])[CH3:22])[CH:16]=2)(=[O:13])=[O:12])=[CH:7][CH:6]=1)([CH3:4])([CH3:3])[CH3:2].[CH2:28]([NH:35][CH2:36][CH2:37][OH:38])[C:29]1[CH:34]=[CH:33][CH:32]=[CH:31][CH:30]=1. (6) The reactants are: [C:1]([O:5][C:6]([CH2:8][O:9][C@H:10]1[CH2:15][CH2:14][C@H:13]([C:16]2[CH:24]=[CH:23][C:19]([C:20](O)=[O:21])=[CH:18][CH:17]=2)[CH2:12][CH2:11]1)=[O:7])([CH3:4])([CH3:3])[CH3:2].C(N(C(C)C)CC)(C)C.OC1C2N=NNC=2C=CC=1.Cl.C(N=C=NCCCN(C)C)C.[CH2:56]([C:63]1[S:67][C:66]([NH2:68])=[N:65][N:64]=1)[C:57]1[CH:62]=[CH:61][CH:60]=[CH:59][CH:58]=1. Given the product [CH2:56]([C:63]1[S:67][C:66]([NH:68][C:20]([C:19]2[CH:23]=[CH:24][C:16]([C@H:13]3[CH2:12][CH2:11][C@H:10]([O:9][CH2:8][C:6]([O:5][C:1]([CH3:4])([CH3:3])[CH3:2])=[O:7])[CH2:15][CH2:14]3)=[CH:17][CH:18]=2)=[O:21])=[N:65][N:64]=1)[C:57]1[CH:58]=[CH:59][CH:60]=[CH:61][CH:62]=1, predict the reactants needed to synthesize it. (7) Given the product [CH3:1][C:2]1[N:7]2[C:8]([C:29]3[CH:34]=[CH:33][CH:32]=[CH:31][CH:30]=3)=[C:9]([C:11]3[CH:16]=[CH:15][C:14]([C:17]4([NH2:21])[CH2:20][CH2:19][CH2:18]4)=[CH:13][CH:12]=3)[N:10]=[C:6]2[CH:5]=[CH:4][CH:3]=1, predict the reactants needed to synthesize it. The reactants are: [CH3:1][C:2]1[N:7]2[C:8]([C:29]3[CH:34]=[CH:33][CH:32]=[CH:31][CH:30]=3)=[C:9]([C:11]3[CH:16]=[CH:15][C:14]([C:17]4([NH:21]C(=O)OC(C)(C)C)[CH2:20][CH2:19][CH2:18]4)=[CH:13][CH:12]=3)[N:10]=[C:6]2[CH:5]=[CH:4][CH:3]=1.Cl.[OH-].[Na+]. (8) Given the product [CH3:1][NH:2][S:3]([C:6]1[CH:7]=[C:8]([CH:12]=[CH:13][CH:14]=1)[C:9]([O:11][CH3:20])=[O:10])(=[O:4])=[O:5], predict the reactants needed to synthesize it. The reactants are: [CH3:1][NH:2][S:3]([C:6]1[CH:7]=[C:8]([CH:12]=[CH:13][CH:14]=1)[C:9]([OH:11])=[O:10])(=[O:5])=[O:4].S(=O)(=O)(O)O.[CH3:20]O. (9) Given the product [CH2:1]([NH:8][C:9]1[N:14]2[N:15]=[CH:16][C:17]([C:18]([NH:43][S:40]([CH:37]3[CH2:39][CH2:38]3)(=[O:42])=[O:41])=[O:19])=[C:13]2[N:12]=[CH:11][C:10]=1[C:21]([N:23]1[CH2:24][CH2:25][C:26]2([C:32]3[CH:33]=[CH:34][CH:35]=[CH:36][C:31]=3[O:30][CH2:29]2)[CH2:27][CH2:28]1)=[O:22])[C:2]1[CH:7]=[CH:6][CH:5]=[CH:4][CH:3]=1, predict the reactants needed to synthesize it. The reactants are: [CH2:1]([NH:8][C:9]1[N:14]2[N:15]=[CH:16][C:17]([C:18](O)=[O:19])=[C:13]2[N:12]=[CH:11][C:10]=1[C:21]([N:23]1[CH2:28][CH2:27][C:26]2([C:32]3[CH:33]=[CH:34][CH:35]=[CH:36][C:31]=3[O:30][CH2:29]2)[CH2:25][CH2:24]1)=[O:22])[C:2]1[CH:7]=[CH:6][CH:5]=[CH:4][CH:3]=1.[CH:37]1([S:40]([NH2:43])(=[O:42])=[O:41])[CH2:39][CH2:38]1.